Dataset: Peptide-MHC class I binding affinity with 185,985 pairs from IEDB/IMGT. Task: Regression. Given a peptide amino acid sequence and an MHC pseudo amino acid sequence, predict their binding affinity value. This is MHC class I binding data. (1) The peptide sequence is HLDELTTTL. The MHC is HLA-B53:01 with pseudo-sequence HLA-B53:01. The binding affinity (normalized) is 0.213. (2) The peptide sequence is AMQDPNPEV. The MHC is HLA-B35:01 with pseudo-sequence HLA-B35:01. The binding affinity (normalized) is 0.0847. (3) The peptide sequence is FVGLALLTL. The MHC is HLA-A01:01 with pseudo-sequence HLA-A01:01. The binding affinity (normalized) is 0.171. (4) The peptide sequence is EVMPEKRNVV. The MHC is HLA-A02:01 with pseudo-sequence HLA-A02:01. The binding affinity (normalized) is 0.0113. (5) The peptide sequence is HQAIISDVL. The MHC is HLA-B44:02 with pseudo-sequence HLA-B44:02. The binding affinity (normalized) is 0.0847. (6) The MHC is HLA-B46:01 with pseudo-sequence HLA-B46:01. The peptide sequence is FHERGYVKL. The binding affinity (normalized) is 0.0847. (7) The peptide sequence is ALFAGDLYR. The MHC is HLA-A31:01 with pseudo-sequence HLA-A31:01. The binding affinity (normalized) is 0.872. (8) The peptide sequence is RRFDTFKAF. The MHC is HLA-B18:01 with pseudo-sequence HLA-B18:01. The binding affinity (normalized) is 0.361. (9) The peptide sequence is NQGNILMDSI. The MHC is HLA-A02:01 with pseudo-sequence HLA-A02:01. The binding affinity (normalized) is 0.150.